Dataset: Catalyst prediction with 721,799 reactions and 888 catalyst types from USPTO. Task: Predict which catalyst facilitates the given reaction. Reactant: CN(C)[CH:3]=[C:4]([C:14]1[CH:19]=[CH:18][CH:17]=[CH:16][CH:15]=1)[C:5]([C:7]1[CH:12]=[CH:11][C:10]([Cl:13])=[CH:9][CH:8]=1)=O.[C:21]([CH2:23][C:24]([NH2:26])=[O:25])#[N:22].CO.[H-].[Na+]. Product: [Cl:13][C:10]1[CH:9]=[CH:8][C:7]([C:5]2[NH:26][C:24](=[O:25])[C:23]([C:21]#[N:22])=[CH:3][C:4]=2[C:14]2[CH:15]=[CH:16][CH:17]=[CH:18][CH:19]=2)=[CH:12][CH:11]=1. The catalyst class is: 3.